This data is from NCI-60 drug combinations with 297,098 pairs across 59 cell lines. The task is: Regression. Given two drug SMILES strings and cell line genomic features, predict the synergy score measuring deviation from expected non-interaction effect. (1) Cell line: MCF7. Synergy scores: CSS=-7.14, Synergy_ZIP=1.29, Synergy_Bliss=-2.62, Synergy_Loewe=-8.40, Synergy_HSA=-8.35. Drug 1: CC1=C(C=C(C=C1)C(=O)NC2=CC(=CC(=C2)C(F)(F)F)N3C=C(N=C3)C)NC4=NC=CC(=N4)C5=CN=CC=C5. Drug 2: COC1=C2C(=CC3=C1OC=C3)C=CC(=O)O2. (2) Drug 1: C1=NC2=C(N1)C(=S)N=C(N2)N. Drug 2: C1=NC2=C(N1)C(=S)N=CN2. Cell line: U251. Synergy scores: CSS=32.0, Synergy_ZIP=-16.7, Synergy_Bliss=-7.79, Synergy_Loewe=-10.1, Synergy_HSA=-3.58. (3) Drug 1: CCC1=C2CN3C(=CC4=C(C3=O)COC(=O)C4(CC)O)C2=NC5=C1C=C(C=C5)O. Drug 2: CCCCC(=O)OCC(=O)C1(CC(C2=C(C1)C(=C3C(=C2O)C(=O)C4=C(C3=O)C=CC=C4OC)O)OC5CC(C(C(O5)C)O)NC(=O)C(F)(F)F)O. Cell line: NCI-H322M. Synergy scores: CSS=5.84, Synergy_ZIP=-1.92, Synergy_Bliss=-2.17, Synergy_Loewe=-0.465, Synergy_HSA=-1.30. (4) Drug 1: CC1OCC2C(O1)C(C(C(O2)OC3C4COC(=O)C4C(C5=CC6=C(C=C35)OCO6)C7=CC(=C(C(=C7)OC)O)OC)O)O. Drug 2: C1C(C(OC1N2C=NC3=C2NC=NCC3O)CO)O. Cell line: OVCAR3. Synergy scores: CSS=30.1, Synergy_ZIP=-9.21, Synergy_Bliss=-3.60, Synergy_Loewe=-16.7, Synergy_HSA=-2.26. (5) Drug 1: CC1C(C(CC(O1)OC2CC(CC3=C2C(=C4C(=C3O)C(=O)C5=C(C4=O)C(=CC=C5)OC)O)(C(=O)CO)O)N)O.Cl. Drug 2: CC1CCCC2(C(O2)CC(NC(=O)CC(C(C(=O)C(C1O)C)(C)C)O)C(=CC3=CSC(=N3)C)C)C. Cell line: KM12. Synergy scores: CSS=50.9, Synergy_ZIP=5.16, Synergy_Bliss=2.44, Synergy_Loewe=-16.3, Synergy_HSA=4.54.